Dataset: Reaction yield outcomes from USPTO patents with 853,638 reactions. Task: Predict the reaction yield, written as a fraction of the theoretical maximum amount of product (1.0 means a 100% yield; for example, 0.34 means a 34% yield). The reactants are [Br:1][C:2]1[CH:7]=[CH:6][C:5]([NH:8][C:9]2[C:10]([C:18](O)=O)=[CH:11][N:12]([CH3:17])[C:13](=[O:16])[C:14]=2[F:15])=[C:4]([F:21])[CH:3]=1.CCN=C=NCCCN(C)C.C1C=CC2N(O)N=NC=2C=1.[NH2:43][NH:44][C:45]([NH2:47])=[S:46].CCN(CC)CC.C1C=CC(P(C2C=CC=CC=2)C2C=CC=CC=2)=CC=1.C(Cl)(Cl)(Cl)Cl. The catalyst is CN(C=O)C.[NH4+].[Cl-].C(OCC)(=O)C.CC#N.C(Cl)Cl. The product is [NH2:47][C:45]1[S:46][C:18]([C:10]2[C:9]([NH:8][C:5]3[CH:6]=[CH:7][C:2]([Br:1])=[CH:3][C:4]=3[F:21])=[C:14]([F:15])[C:13](=[O:16])[N:12]([CH3:17])[CH:11]=2)=[N:43][N:44]=1. The yield is 0.330.